Dataset: Catalyst prediction with 721,799 reactions and 888 catalyst types from USPTO. Task: Predict which catalyst facilitates the given reaction. (1) Reactant: [C:1]([C:5]1[CH:6]=[C:7]([N+:16]([O-])=O)[C:8]([O:14][CH3:15])=[C:9]([CH2:11][S:12][CH3:13])[CH:10]=1)([CH3:4])([CH3:3])[CH3:2].O.O.[Sn](Cl)Cl. Product: [C:1]([C:5]1[CH:10]=[C:9]([CH2:11][S:12][CH3:13])[C:8]([O:14][CH3:15])=[C:7]([CH:6]=1)[NH2:16])([CH3:4])([CH3:2])[CH3:3]. The catalyst class is: 8. (2) Reactant: [F:1][C:2]1[CH:7]=[CH:6][C:5]([CH2:8][CH2:9][CH2:10][NH:11][C@H:12]2[CH2:17][CH2:16][C@H:15]([C:18]3[CH:27]=[CH:26][C:21]4[NH:22][C:23](=[O:25])[O:24][C:20]=4[CH:19]=3)[CH2:14][CH2:13]2)=[CH:4][CH:3]=1.C([O-])([O-])=O.[K+].[K+].Cl.FC1C=[CH:40][C:39]([CH2:42]CCN[C@H]2CC[C@H:42]([C:39]3[CH:40]=CC4NC(=O)OC=4[CH:38]=3)CC2)=[CH:38]C=1.C(=O)C(C)C.[BH-](OC(C)=O)(OC(C)=O)OC(C)=O.[Na+]. Product: [F:1][C:2]1[CH:7]=[CH:6][C:5]([CH2:8][CH2:9][CH2:10][N:11]([CH2:38][CH:39]([CH3:42])[CH3:40])[C@H:12]2[CH2:17][CH2:16][C@H:15]([C:18]3[CH:27]=[CH:26][C:21]4[NH:22][C:23](=[O:25])[O:24][C:20]=4[CH:19]=3)[CH2:14][CH2:13]2)=[CH:4][CH:3]=1. The catalyst class is: 1. (3) Reactant: [NH2:1][C:2]1[CH:3]=[CH:4][C:5]([Br:12])=[C:6]([CH:11]=1)[C:7]([O:9][CH3:10])=[O:8].N1C=CC=CC=1.[CH3:19][S:20](Cl)(=[O:22])=[O:21]. Product: [Br:12][C:5]1[CH:4]=[CH:3][C:2]([NH:1][S:20]([CH3:19])(=[O:22])=[O:21])=[CH:11][C:6]=1[C:7]([O:9][CH3:10])=[O:8]. The catalyst class is: 46. (4) Reactant: [Br:1][C:2]1[CH:7]=[CH:6][C:5]([I:8])=[CH:4][C:3]=1[CH2:9]Br.[C-:11]#[N:12].[K+]. Product: [Br:1][C:2]1[CH:7]=[CH:6][C:5]([I:8])=[CH:4][C:3]=1[CH2:9][C:11]#[N:12]. The catalyst class is: 18. (5) Reactant: [NH2:1][C:2]1[N:7]=[C:6]([C:8]2[NH:16][C:15]3[CH2:14][C@H:13]([CH2:17][O:18][CH2:19][C:20]4[CH:25]=[CH:24][CH:23]=[CH:22][CH:21]=4)[NH:12][C:11](=[O:26])[C:10]=3[CH:9]=2)[CH:5]=[CH:4][N:3]=1.C1OCCOCCOCCOCCOCCOC1.C([O-])([O-])=O.[K+].[K+].[C:51]([CH2:55]OS(C(F)(F)F)(=O)=O)([F:54])([F:53])[F:52]. Product: [NH2:1][C:2]1[N:7]=[C:6]([C:8]2[N:16]([CH2:55][C:51]([F:54])([F:53])[F:52])[C:15]3[CH2:14][CH:13]([CH2:17][O:18][CH2:19][C:20]4[CH:21]=[CH:22][CH:23]=[CH:24][CH:25]=4)[NH:12][C:11](=[O:26])[C:10]=3[CH:9]=2)[CH:5]=[CH:4][N:3]=1. The catalyst class is: 18.